The task is: Predict the reactants needed to synthesize the given product.. This data is from Full USPTO retrosynthesis dataset with 1.9M reactions from patents (1976-2016). (1) Given the product [Cl:1][C:2]1[C:7]([CH:8]=[N:11][OH:12])=[C:6]([Cl:10])[N:5]=[CH:4][N:3]=1, predict the reactants needed to synthesize it. The reactants are: [Cl:1][C:2]1[C:7]([CH:8]=O)=[C:6]([Cl:10])[N:5]=[CH:4][N:3]=1.[NH2:11][OH:12].Cl.C([O-])(=O)C.[Na+]. (2) Given the product [CH3:6][N:7]([CH3:39])[C:8]([C:10]1[CH:15]=[CH:14][C:13]([C:16]2[N:21]=[C:20]3[O:22][C:23]4[C:28]([CH:29]([C:30]5([C:34]([OH:36])=[O:35])[CH2:33][CH2:32][CH2:31]5)[C:19]3=[CH:18][CH:17]=2)=[CH:27][CH:26]=[CH:25][CH:24]=4)=[CH:12][CH:11]=1)=[O:9], predict the reactants needed to synthesize it. The reactants are: CC([S-])C.[Na+].[CH3:6][N:7]([CH3:39])[C:8]([C:10]1[CH:15]=[CH:14][C:13]([C:16]2[N:21]=[C:20]3[O:22][C:23]4[C:28]([CH:29]([C:30]5([C:34]([O:36]CC)=[O:35])[CH2:33][CH2:32][CH2:31]5)[C:19]3=[CH:18][CH:17]=2)=[CH:27][CH:26]=[CH:25][CH:24]=4)=[CH:12][CH:11]=1)=[O:9].Cl.C(OCC)(=O)C. (3) Given the product [OH:25][CH:26]1[CH2:27][N:28]([C:30]2[CH:37]=[CH:36][C:35]([C:2]3[N:3]=[C:4]([NH:8][C:9]4[CH:14]=[CH:13][C:12]([N:15]5[CH2:20][CH2:19][N:18]([CH:21]6[CH2:24][O:23][CH2:22]6)[CH2:17][CH2:16]5)=[CH:11][CH:10]=4)[N:5]=[CH:6][N:7]=3)=[CH:34][C:31]=2[C:32]#[N:33])[CH2:29]1, predict the reactants needed to synthesize it. The reactants are: Cl[C:2]1[N:7]=[CH:6][N:5]=[C:4]([NH:8][C:9]2[CH:14]=[CH:13][C:12]([N:15]3[CH2:20][CH2:19][N:18]([CH:21]4[CH2:24][O:23][CH2:22]4)[CH2:17][CH2:16]3)=[CH:11][CH:10]=2)[N:3]=1.[OH:25][CH:26]1[CH2:29][N:28]([C:30]2[CH:37]=[CH:36][C:35](B3OC(C)(C)C(C)(C)O3)=[CH:34][C:31]=2[C:32]#[N:33])[CH2:27]1.C(=O)([O-])[O-].[Na+].[Na+]. (4) Given the product [Cl:1][C:2]1[CH:7]=[CH:6][C:5]([N:8]2[C:12]([CH:13]([CH3:15])[CH3:14])=[C:11]([NH2:26])[CH:10]=[N:9]2)=[CH:4][CH:3]=1, predict the reactants needed to synthesize it. The reactants are: [Cl:1][C:2]1[CH:7]=[CH:6][C:5]([N:8]2[C:12]([CH:13]([CH3:15])[CH3:14])=[C:11](C(O)=O)[CH:10]=[N:9]2)=[CH:4][CH:3]=1.C(Cl)(=O)C(Cl)=O.C[N:26](C=O)C.[N-]=[N+]=[N-].[Na+]. (5) Given the product [CH:1]1([C@@H:4]([C:26]2[CH:27]=[CH:28][CH:29]=[CH:30][CH:31]=2)[NH:5][C:6]([C:8]2[C:17]3[C:12](=[CH:13][CH:14]=[CH:15][CH:16]=3)[N:11]=[C:10]([C:18]3[CH:19]=[CH:20][CH:21]=[CH:22][CH:23]=3)[C:9]=2[S:24]([CH3:25])=[O:33])=[O:7])[CH2:3][CH2:2]1, predict the reactants needed to synthesize it. The reactants are: [CH:1]1([C@@H:4]([C:26]2[CH:31]=[CH:30][CH:29]=[CH:28][CH:27]=2)[NH:5][C:6]([C:8]2[C:17]3[C:12](=[CH:13][CH:14]=[CH:15][CH:16]=3)[N:11]=[C:10]([C:18]3[CH:23]=[CH:22][CH:21]=[CH:20][CH:19]=3)[C:9]=2[S:24][CH3:25])=[O:7])[CH2:3][CH2:2]1.C[OH:33]. (6) Given the product [Cl:18][C:11]1[CH:10]=[C:9]2[C:14]([C:15](=[O:16])[C:6]([C:4]([OH:5])=[O:3])=[CH:7][N:8]2[C:19]2[CH:24]=[CH:23][C:22]([F:25])=[CH:21][N:20]=2)=[CH:13][C:12]=1[F:17], predict the reactants needed to synthesize it. The reactants are: C([O:3][C:4]([C:6]1[C:15](=[O:16])[C:14]2[C:9](=[CH:10][C:11]([Cl:18])=[C:12]([F:17])[CH:13]=2)[N:8]([C:19]2[CH:24]=[CH:23][C:22]([F:25])=[CH:21][N:20]=2)[CH:7]=1)=[O:5])C.O. (7) Given the product [Cl:1][C:2]1[CH:3]=[CH:4][C:5]([O:18][CH2:19][CH:20]([CH3:22])[CH3:21])=[C:6]([CH2:8][N:9]2[C:13]([CH3:14])=[CH:12][C:11]([C:15]([O:17][N:48]3[C:52]4[CH:53]=[CH:54][CH:55]=[CH:56][C:51]=4[N:50]=[N:49]3)=[O:16])=[N:10]2)[CH:7]=1, predict the reactants needed to synthesize it. The reactants are: [Cl:1][C:2]1[CH:3]=[CH:4][C:5]([O:18][CH2:19][CH:20]([CH3:22])[CH3:21])=[C:6]([CH2:8][N:9]2[C:13]([CH3:14])=[CH:12][C:11]([C:15]([OH:17])=[O:16])=[N:10]2)[CH:7]=1.NC1C=CC(C(OC)=O)=CN=1.Cl.CN(C)CCCN=C=NCC.O.O[N:48]1[C:52]2[CH:53]=[CH:54][CH:55]=[CH:56][C:51]=2[N:50]=[N:49]1. (8) Given the product [CH:1]([C:4]1[CH:18]=[C:17]([O:19][CH3:20])[C:16]([S:22]([CH3:21])(=[O:24])=[O:23])=[CH:15][C:5]=1[O:6][C:7]1[C:8]([NH2:14])=[N:9][C:10]([NH2:13])=[N:11][CH:12]=1)([CH3:3])[CH3:2], predict the reactants needed to synthesize it. The reactants are: [CH:1]([C:4]1[CH:18]=[C:17]([O:19][CH3:20])[CH:16]=[CH:15][C:5]=1[O:6][C:7]1[C:8]([NH2:14])=[N:9][C:10]([NH2:13])=[N:11][CH:12]=1)([CH3:3])[CH3:2].[CH3:21][S:22](O[S:22]([CH3:21])(=[O:24])=[O:23])(=[O:24])=[O:23].C([O-])(O)=O.[Na+]. (9) Given the product [C:1]([O:5][C:6](=[O:25])[NH:7][C:8]1[C:13]([NH:14][C:31](=[O:32])[CH2:30][C:29](=[O:28])[C:34]2[CH:39]=[CH:38][CH:37]=[C:36]([N:40]3[CH:44]=[CH:43][N:42]=[N:41]3)[CH:35]=2)=[CH:12][C:11]([C:15]2[CH:20]=[CH:19][CH:18]=[CH:17][C:16]=2[F:21])=[C:10]([N:22]([CH3:23])[CH3:24])[CH:9]=1)([CH3:4])([CH3:3])[CH3:2], predict the reactants needed to synthesize it. The reactants are: [C:1]([O:5][C:6](=[O:25])[NH:7][C:8]1[C:13]([NH2:14])=[CH:12][C:11]([C:15]2[CH:20]=[CH:19][CH:18]=[CH:17][C:16]=2[F:21])=[C:10]([N:22]([CH3:24])[CH3:23])[CH:9]=1)([CH3:4])([CH3:3])[CH3:2].CC1(C)[O:32][C:31](=O)[CH:30]=[C:29]([C:34]2[CH:39]=[CH:38][CH:37]=[C:36]([N:40]3[CH:44]=[CH:43][N:42]=[N:41]3)[CH:35]=2)[O:28]1. (10) Given the product [Si:1]([O:8][CH2:9][CH:10]([O:21][CH:23]1[CH2:24][CH2:25][CH2:26][CH2:27][O:22]1)[C:11]1[CH:16]=[CH:15][C:14]([C:17]([CH3:20])([CH3:19])[CH3:18])=[CH:13][CH:12]=1)([C:4]([CH3:7])([CH3:6])[CH3:5])([CH3:3])[CH3:2], predict the reactants needed to synthesize it. The reactants are: [Si:1]([O:8][CH2:9][CH:10]([OH:21])[C:11]1[CH:16]=[CH:15][C:14]([C:17]([CH3:20])([CH3:19])[CH3:18])=[CH:13][CH:12]=1)([C:4]([CH3:7])([CH3:6])[CH3:5])([CH3:3])[CH3:2].[O:22]1[CH:27]=[CH:26][CH2:25][CH2:24][CH2:23]1.C1(C)C(S(O)(=O)=O)=CC=CC=1.